From a dataset of NCI-60 drug combinations with 297,098 pairs across 59 cell lines. Regression. Given two drug SMILES strings and cell line genomic features, predict the synergy score measuring deviation from expected non-interaction effect. (1) Drug 1: CC1C(C(CC(O1)OC2CC(OC(C2O)C)OC3=CC4=CC5=C(C(=O)C(C(C5)C(C(=O)C(C(C)O)O)OC)OC6CC(C(C(O6)C)O)OC7CC(C(C(O7)C)O)OC8CC(C(C(O8)C)O)(C)O)C(=C4C(=C3C)O)O)O)O. Drug 2: CC1CCCC2(C(O2)CC(NC(=O)CC(C(C(=O)C(C1O)C)(C)C)O)C(=CC3=CSC(=N3)C)C)C. Cell line: KM12. Synergy scores: CSS=78.2, Synergy_ZIP=4.54, Synergy_Bliss=4.57, Synergy_Loewe=3.36, Synergy_HSA=5.75. (2) Drug 1: CC(C)(C#N)C1=CC(=CC(=C1)CN2C=NC=N2)C(C)(C)C#N. Drug 2: CCCCCOC(=O)NC1=NC(=O)N(C=C1F)C2C(C(C(O2)C)O)O. Cell line: HCT116. Synergy scores: CSS=-4.87, Synergy_ZIP=0.555, Synergy_Bliss=-7.23, Synergy_Loewe=-3.92, Synergy_HSA=-8.02. (3) Drug 1: CCCS(=O)(=O)NC1=C(C(=C(C=C1)F)C(=O)C2=CNC3=C2C=C(C=N3)C4=CC=C(C=C4)Cl)F. Drug 2: C1=NC2=C(N1)C(=S)N=C(N2)N. Cell line: HOP-92. Synergy scores: CSS=20.9, Synergy_ZIP=-1.31, Synergy_Bliss=3.96, Synergy_Loewe=-6.96, Synergy_HSA=3.02. (4) Drug 1: CC1=C(C(=CC=C1)Cl)NC(=O)C2=CN=C(S2)NC3=CC(=NC(=N3)C)N4CCN(CC4)CCO. Drug 2: N.N.Cl[Pt+2]Cl. Cell line: SK-MEL-2. Synergy scores: CSS=41.0, Synergy_ZIP=-2.84, Synergy_Bliss=-5.20, Synergy_Loewe=-3.03, Synergy_HSA=-3.79.